This data is from Catalyst prediction with 721,799 reactions and 888 catalyst types from USPTO. The task is: Predict which catalyst facilitates the given reaction. (1) Reactant: Cl.CN(C)CCCN=C=NOCC.[Cl:14][C:15]1[CH:16]=[C:17]2[C:21](=[CH:22][CH:23]=1)[NH:20][C:19]([S:24]([N:27]1[CH2:32][CH2:31][NH:30][CH2:29][CH2:28]1)(=[O:26])=[O:25])=[CH:18]2.ON1C2C=CC=CC=2N=N1.[Cl:43][C:44]1[N:49]=[N:48][C:47]([N:50]2[CH2:55][CH2:54][CH:53]([C:56](O)=[O:57])[CH2:52][CH2:51]2)=[CH:46][CH:45]=1. Product: [Cl:14][C:15]1[CH:16]=[C:17]2[C:21](=[CH:22][CH:23]=1)[NH:20][C:19]([S:24]([N:27]1[CH2:32][CH2:31][N:30]([C:56]([CH:53]3[CH2:54][CH2:55][N:50]([C:47]4[N:48]=[N:49][C:44]([Cl:43])=[CH:45][CH:46]=4)[CH2:51][CH2:52]3)=[O:57])[CH2:29][CH2:28]1)(=[O:26])=[O:25])=[CH:18]2. The catalyst class is: 9. (2) Reactant: [NH:1]1[CH:5]=[C:4]([C:6]2[CH:11]=[CH:10][N:9]=[C:8]3[N:12]([C:15]([C:28]4[CH:33]=[CH:32][CH:31]=[CH:30][CH:29]=4)([C:22]4[CH:27]=[CH:26][CH:25]=[CH:24][CH:23]=4)[C:16]4[CH:21]=[CH:20][CH:19]=[CH:18][CH:17]=4)[N:13]=[CH:14][C:7]=23)[CH:3]=[N:2]1.C(=O)([O-])[O-].[K+].[K+].Br[CH2:41][C:42]#[N:43].[Cl-].[Na+].O.CCOC(C)=O. Product: [C:15]([N:12]1[C:8]2=[N:9][CH:10]=[CH:11][C:6]([C:4]3[CH:5]=[N:1][N:2]([CH2:41][C:42]#[N:43])[CH:3]=3)=[C:7]2[CH:14]=[N:13]1)([C:16]1[CH:21]=[CH:20][CH:19]=[CH:18][CH:17]=1)([C:22]1[CH:23]=[CH:24][CH:25]=[CH:26][CH:27]=1)[C:28]1[CH:29]=[CH:30][CH:31]=[CH:32][CH:33]=1. The catalyst class is: 1. (3) Reactant: [OH:1][C:2]1[CH:9]=[CH:8][C:7]([O:10][CH3:11])=[CH:6][C:3]=1[CH:4]=[O:5].Cl[CH2:13][C:14]1[CH:22]=[CH:21][CH:20]=[C:19]2[C:15]=1[CH:16]=[N:17][N:18]2[C:23]([O:25][C:26]([CH3:29])([CH3:28])[CH3:27])=[O:24].C([O-])([O-])=O.[K+].[K+]. Product: [CH:4]([C:3]1[CH:6]=[C:7]([O:10][CH3:11])[CH:8]=[CH:9][C:2]=1[O:1][CH2:13][C:14]1[CH:22]=[CH:21][CH:20]=[C:19]2[C:15]=1[CH:16]=[N:17][N:18]2[C:23]([O:25][C:26]([CH3:29])([CH3:28])[CH3:27])=[O:24])=[O:5]. The catalyst class is: 3. (4) Reactant: [OH-].[K+].[Cl:3][C:4]1[CH:13]=[CH:12][C:7]([C:8]([O:10]C)=[O:9])=[C:6]([CH3:14])[C:5]=1[S:15]C(N(C)C)=O.O.Cl. Product: [Cl:3][C:4]1[CH:13]=[CH:12][C:7]([C:8]([OH:10])=[O:9])=[C:6]([CH3:14])[C:5]=1[SH:15]. The catalyst class is: 5. (5) Reactant: [CH3:1][O:2][C:3]1[CH:4]=[C:5]([C:9]2[CH:10]=[N:11][C:12]([N:16]3[CH2:21][CH2:20][O:19][CH2:18][CH2:17]3)=[CH:13][C:14]=2[NH2:15])[CH:6]=[N:7][CH:8]=1.Br[C:23]1[C:32]2[C:27](=[CH:28][C:29]([F:34])=[CH:30][C:31]=2[F:33])[N:26]=[C:25]([N:35]2[CH2:40][CH2:39][CH2:38][CH2:37][C:36]2=[O:41])[C:24]=1[CH3:42].C1(P(C2CCCCC2)C2C=CC=CC=2C2C(C(C)C)=CC(C(C)C)=CC=2C(C)C)CCCCC1.CC(C)([O-])C.[Na+]. Product: [F:33][C:31]1[CH:30]=[C:29]([F:34])[CH:28]=[C:27]2[C:32]=1[C:23]([NH:15][C:14]1[CH:13]=[C:12]([N:16]3[CH2:21][CH2:20][O:19][CH2:18][CH2:17]3)[N:11]=[CH:10][C:9]=1[C:5]1[CH:6]=[N:7][CH:8]=[C:3]([O:2][CH3:1])[CH:4]=1)=[C:24]([CH3:42])[C:25]([N:35]1[CH2:40][CH2:39][CH2:38][CH2:37][C:36]1=[O:41])=[N:26]2. The catalyst class is: 491. (6) Reactant: [OH-].[Li+].C[O:4][C:5]([C:7]1[CH:12]=[C:11]([NH:13][CH:14]2[CH2:17][CH2:16][CH2:15]2)[N:10]=[C:9]([C:18]([O:20][CH2:21][CH3:22])=[O:19])[CH:8]=1)=[O:6]. Product: [CH3:22][CH2:21][O:20][C:18]([C:9]1[CH:8]=[C:7]([C:5]([OH:6])=[O:4])[CH:12]=[C:11]([NH:13][CH:14]2[CH2:15][CH2:16][CH2:17]2)[N:10]=1)=[O:19]. The catalyst class is: 1. (7) Reactant: [OH-].[K+].[OH:3][CH2:4][C:5]([NH:8][C:9](=[O:15])[O:10][C:11]([CH3:14])([CH3:13])[CH3:12])([CH3:7])[CH3:6].[CH2:16]1COCC1. Product: [CH3:16][O:3][CH2:4][C:5]([NH:8][C:9](=[O:15])[O:10][C:11]([CH3:14])([CH3:13])[CH3:12])([CH3:6])[CH3:7]. The catalyst class is: 6. (8) Reactant: [N+](C1C=CC(O[C:9]([NH:11][CH:12]2[CH2:17][CH2:16][CH2:15][N:14]([C:18]([O:20][C:21]([CH3:24])([CH3:23])[CH3:22])=[O:19])[CH2:13]2)=[O:10])=CC=1)([O-])=O.Cl.[CH:28]12[NH:35][CH:32]([CH2:33][CH2:34]1)[CH2:31][C:30](=[O:36])[CH2:29]2.C(#N)C.C(N(CC)CC)C. Product: [O:36]=[C:30]1[CH2:29][CH:28]2[N:35]([C:9]([NH:11][CH:12]3[CH2:17][CH2:16][CH2:15][N:14]([C:18]([O:20][C:21]([CH3:22])([CH3:23])[CH3:24])=[O:19])[CH2:13]3)=[O:10])[CH:32]([CH2:33][CH2:34]2)[CH2:31]1. The catalyst class is: 2. (9) Reactant: [OH-].[Na+].BrBr.[C:5]([C:8]1[C:9]([Cl:23])=[C:10]2[C:15](=[C:16]([Cl:18])[CH:17]=1)[S:14](=[O:20])(=[O:19])[CH2:13][CH2:12][C:11]2([CH3:22])[CH3:21])(=[O:7])C.C(OCC)(=[O:26])C. Product: [Cl:23][C:9]1[C:8]([C:5]([OH:7])=[O:26])=[CH:17][C:16]([Cl:18])=[C:15]2[C:10]=1[C:11]([CH3:22])([CH3:21])[CH2:12][CH2:13][S:14]2(=[O:20])=[O:19]. The catalyst class is: 6. (10) Reactant: C(O)(=O)CC(CC(O)=O)(C(O)=O)O.[Cl:14][C:15]1[CH:16]=[CH:17][C:18]([N+:34]([O-:36])=[O:35])=[C:19]([CH:21]([O:29][Si](C)(C)C)[CH2:22][CH2:23][C:24]([O:26][CH2:27][CH3:28])=[O:25])[CH:20]=1. Product: [Cl:14][C:15]1[CH:16]=[CH:17][C:18]([N+:34]([O-:36])=[O:35])=[C:19]([CH:21]([OH:29])[CH2:22][CH2:23][C:24]([O:26][CH2:27][CH3:28])=[O:25])[CH:20]=1. The catalyst class is: 40.